From a dataset of Peptide-MHC class I binding affinity with 185,985 pairs from IEDB/IMGT. Regression. Given a peptide amino acid sequence and an MHC pseudo amino acid sequence, predict their binding affinity value. This is MHC class I binding data. (1) The peptide sequence is RAILNAPVA. The MHC is H-2-Kb with pseudo-sequence H-2-Kb. The binding affinity (normalized) is 0.0138. (2) The peptide sequence is FPKKYAAAF. The MHC is Mamu-A2201 with pseudo-sequence Mamu-A2201. The binding affinity (normalized) is 0.468. (3) The peptide sequence is DPVVYDAKF. The MHC is HLA-B53:01 with pseudo-sequence HLA-B53:01. The binding affinity (normalized) is 0.402. (4) The peptide sequence is NFPGLAKVL. The MHC is Mamu-A07 with pseudo-sequence Mamu-A07. The binding affinity (normalized) is 0.100. (5) The peptide sequence is FMQEIPTFL. The MHC is HLA-A02:02 with pseudo-sequence HLA-A02:02. The binding affinity (normalized) is 0.957. (6) The peptide sequence is RPPIFIRRL. The MHC is HLA-B51:01 with pseudo-sequence HLA-B51:01. The binding affinity (normalized) is 0. (7) The peptide sequence is LLLGGTSEI. The MHC is HLA-A02:06 with pseudo-sequence HLA-A02:06. The binding affinity (normalized) is 1.00. (8) The peptide sequence is DCKTILKAL. The binding affinity (normalized) is 0.349. The MHC is HLA-B08:01 with pseudo-sequence HLA-B08:01.